From a dataset of Acute oral toxicity (LD50) regression data from Zhu et al.. Regression/Classification. Given a drug SMILES string, predict its toxicity properties. Task type varies by dataset: regression for continuous values (e.g., LD50, hERG inhibition percentage) or binary classification for toxic/non-toxic outcomes (e.g., AMES mutagenicity, cardiotoxicity, hepatotoxicity). Dataset: ld50_zhu. (1) The compound is Cc1ccc(Cc2ccc(C)cc2)cc1. The rat oral LD50 is 1.71, given as -log10 of the dose in mol/kg body weight (higher means more acutely toxic). (2) The molecule is CCCCCOc1cccc(NC(=O)OC2CCCCC2N2CCCC2)c1. The rat oral LD50 is 2.56, given as -log10 of the dose in mol/kg body weight (higher means more acutely toxic). (3) The drug is COC(C)CC(CC(OC)OC)OC. The rat oral LD50 is 1.70, given as -log10 of the dose in mol/kg body weight (higher means more acutely toxic). (4) The rat oral LD50 is 2.43, given as -log10 of the dose in mol/kg body weight (higher means more acutely toxic). The drug is CCOP(=S)(OCC)SC1CCOC1=O. (5) The molecule is CCCSP(=O)(OCC)Oc1ccc(Cl)cc1Cl. The rat oral LD50 is 3.01, given as -log10 of the dose in mol/kg body weight (higher means more acutely toxic). (6) The molecule is CCOS(=O)(=O)OCC. The rat oral LD50 is 2.24, given as -log10 of the dose in mol/kg body weight (higher means more acutely toxic).